Dataset: Reaction yield outcomes from USPTO patents with 853,638 reactions. Task: Predict the reaction yield, written as a fraction of the theoretical maximum amount of product (1.0 means a 100% yield; for example, 0.34 means a 34% yield). (1) The reactants are [CH:1]([NH2:4])([CH3:3])[CH3:2].C[Al](C)C.C[O:10][C:11]([C:13]1[CH:18]=[N:17][C:16]([NH:19][CH2:20][C:21]2[C:22]([C:27]3[CH:32]=[CH:31][CH:30]=[CH:29][CH:28]=3)=[N:23][O:24][C:25]=2[CH3:26])=[CH:15][N:14]=1)=O.O. The catalyst is O1CCOCC1. The product is [CH:1]([NH:4][C:11]([C:13]1[CH:18]=[N:17][C:16]([NH:19][CH2:20][C:21]2[C:22]([C:27]3[CH:32]=[CH:31][CH:30]=[CH:29][CH:28]=3)=[N:23][O:24][C:25]=2[CH3:26])=[CH:15][N:14]=1)=[O:10])([CH3:3])[CH3:2]. The yield is 0.850. (2) The reactants are Br[C:2]1[CH:3]=[C:4]([N:9]2[C:17]3[CH:16]=[CH:15][N:14]([CH3:18])[C:13](=[O:19])[C:12]=3[N:11]=[CH:10]2)[CH:5]=[CH:6][C:7]=1[F:8].[F:20][C:21]1[CH:28]=[CH:27][C:24]([C:25]#[N:26])=[C:23](B2OC(C)(C)C(C)(C)O2)[CH:22]=1.P([O-])([O-])([O-])=O.[K+].[K+].[K+].C(P(C(C)(C)C)C(C)(C)C)(C)(C)C. The catalyst is O.C1C=CC(/C=C/C(/C=C/C2C=CC=CC=2)=O)=CC=1.C1C=CC(/C=C/C(/C=C/C2C=CC=CC=2)=O)=CC=1.C1C=CC(/C=C/C(/C=C/C2C=CC=CC=2)=O)=CC=1.[Pd].[Pd].O1CCOCC1. The product is [F:20][C:21]1[CH:28]=[C:27]([C:2]2[CH:3]=[C:4]([N:9]3[C:17]4[CH:16]=[CH:15][N:14]([CH3:18])[C:13](=[O:19])[C:12]=4[N:11]=[CH:10]3)[CH:5]=[CH:6][C:7]=2[F:8])[C:24]([C:25]#[N:26])=[CH:23][CH:22]=1. The yield is 0.600. (3) The reactants are I[C:2]1[CH:29]=[CH:28][C:5]2[N:6]([CH2:9][C:10]3[CH:15]=[CH:14][C:13]([O:16][CH2:17][C:18]4[CH:19]=[N:20][C:21]([O:24][CH3:25])=[CH:22][CH:23]=4)=[C:12]([O:26][CH3:27])[CH:11]=3)[CH:7]=[N:8][C:4]=2[CH:3]=1.[NH:30]1[CH2:35][CH2:34][CH:33]([NH:36][C:37](=[O:43])[O:38][C:39]([CH3:42])([CH3:41])[CH3:40])[CH2:32][CH2:31]1.C(=O)([O-])[O-].[K+].[K+].N1CCC[C@H]1C(O)=O. The catalyst is CS(C)=O.[OH-].[NH4+].[Cu]I. The product is [C:39]([O:38][C:37](=[O:43])[NH:36][CH:33]1[CH2:34][CH2:35][N:30]([C:2]2[CH:29]=[CH:28][C:5]3[N:6]([CH2:9][C:10]4[CH:15]=[CH:14][C:13]([O:16][CH2:17][C:18]5[CH:19]=[N:20][C:21]([O:24][CH3:25])=[CH:22][CH:23]=5)=[C:12]([O:26][CH3:27])[CH:11]=4)[CH:7]=[N:8][C:4]=3[CH:3]=2)[CH2:31][CH2:32]1)([CH3:42])([CH3:40])[CH3:41]. The yield is 0.600.